From a dataset of Full USPTO retrosynthesis dataset with 1.9M reactions from patents (1976-2016). Predict the reactants needed to synthesize the given product. (1) Given the product [Cl:20][C:6]1[CH:5]=[N:4][CH:3]=[C:2]([Cl:1])[C:7]=1[S:8][C:9]1[S:13][C:12]([C:14]([NH:21][CH2:22][CH2:23][N:24]2[CH2:29][CH2:28][O:27][CH2:26][CH2:25]2)=[O:16])=[CH:11][C:10]=1[N+:17]([O-:19])=[O:18], predict the reactants needed to synthesize it. The reactants are: [Cl:1][C:2]1[CH:3]=[N:4][CH:5]=[C:6]([Cl:20])[C:7]=1[S:8][C:9]1[S:13][C:12]([C:14]([OH:16])=O)=[CH:11][C:10]=1[N+:17]([O-:19])=[O:18].[NH2:21][CH2:22][CH2:23][N:24]1[CH2:29][CH2:28][O:27][CH2:26][CH2:25]1. (2) Given the product [NH2:1][C:2]1[C:7]2=[C:8]([C:36]3[CH:37]=[CH:38][CH:39]=[C:34]([C:32]([NH:31][C:25]4[CH:30]=[CH:29][CH:28]=[CH:27][CH:26]=4)=[O:33])[CH:35]=3)[CH:9]=[C:10]([CH:11]3[CH2:16][CH2:15][N:14]([C:17]([O:19][C:20]([CH3:23])([CH3:22])[CH3:21])=[O:18])[CH2:13][CH2:12]3)[N:6]2[N:5]=[CH:4][N:3]=1, predict the reactants needed to synthesize it. The reactants are: [NH2:1][C:2]1[C:7]2=[C:8](Br)[CH:9]=[C:10]([CH:11]3[CH2:16][CH2:15][N:14]([C:17]([O:19][C:20]([CH3:23])([CH3:22])[CH3:21])=[O:18])[CH2:13][CH2:12]3)[N:6]2[N:5]=[CH:4][N:3]=1.[C:25]1([NH:31][C:32]([C:34]2[CH:35]=[C:36](B(O)O)[CH:37]=[CH:38][CH:39]=2)=[O:33])[CH:30]=[CH:29][CH:28]=[CH:27][CH:26]=1. (3) The reactants are: C(N(CC)CC)C.[C:8]([O:12][C:13]([N:15]1[CH2:18][CH:17]([NH2:19])[CH2:16]1)=[O:14])([CH3:11])([CH3:10])[CH3:9].[CH3:20][S:21](Cl)(=[O:23])=[O:22].O. Given the product [C:8]([O:12][C:13]([N:15]1[CH2:18][CH:17]([NH:19][S:21]([CH3:20])(=[O:23])=[O:22])[CH2:16]1)=[O:14])([CH3:11])([CH3:9])[CH3:10], predict the reactants needed to synthesize it.